Dataset: Experimentally validated miRNA-target interactions with 360,000+ pairs, plus equal number of negative samples. Task: Binary Classification. Given a miRNA mature sequence and a target amino acid sequence, predict their likelihood of interaction. (1) The miRNA is hsa-miR-449b-5p with sequence AGGCAGUGUAUUGUUAGCUGGC. The protein sequence of the target gene is MAAAAATKILLCLPLLLLLSGWSRAGRADPHSLCYDITVIPKFRPGPRWCAVQGQVDEKTFLHYDCGNKTVTPVSPLGKKLNVTTAWKAQNPVLREVVDILTEQLRDIQLENYTPKEPLTLQARMSCEQKAEGHSSGSWQFSFDGQIFLLFDSEKRMWTTVHPGARKMKEKWENDKVVAMSFHYFSMGDCIGWLEDFLMGMDSTLEPSAGAPLAMSSGTTQLRATATTLILCCLLIILPCFILPGI. Result: 1 (interaction). (2) The miRNA is hsa-miR-542-3p with sequence UGUGACAGAUUGAUAACUGAAA. The protein sequence of the target gene is MAPWPELGDAQPNPDKYLEGAAGQQPTAPDKSKETNKTDNTEAPVTKIELLPSYSTATLIDEPTEVDDPWNLPTLQDSGIKWSERDTKGKILCFFQGIGRLILLLGFLYFFVCSLDILSSAFQLVGGKMAGQFFSNSSIMSNPLLGLVIGVLVTVLVQSSSTSTSIVVSMVSSSLLTVRAAIPIIMGANIGTSITNTIVALMQVGDRSEFRRAFAGATVHDFFNWLSVLVLLPVEVATHYLEIITQLIVESFHFKNGEDAPDLLKVITKPFTKLIVQLDKKVISQIAMNDEKAKNKSLVK.... Result: 0 (no interaction). (3) The miRNA is hsa-miR-92a-3p with sequence UAUUGCACUUGUCCCGGCCUGU. The protein sequence of the target gene is MLRRRGSPGMGVHVGAALGALWFCLTGALEVQVPEDPVVALVGTDATLCCSFSPEPGFSLAQLNLIWQLTDTKQLVHSFAEGQDQGSAYANRTALFPDLLAQGNASLRLQRVRVADEGSFTCFVSIRDFGSAAVSLQVAAPYSKPSMTLEPNKDLRPGDTVTITCSSYQGYPEAEVFWQDGQGVPLTGNVTTSQMANEQGLFDVHSILRVVLGANGTYSCLVRNPVLQQDAHSSVTITPQRSPTGAVEVQVPEDPVVALVGTDATLRCSFSPEPGFSLAQLNLIWQLTDTKQLVHSFTEG.... Result: 1 (interaction). (4) The miRNA is hsa-miR-4781-3p with sequence AAUGUUGGAAUCCUCGCUAGAG. The protein sequence of the target gene is MAPFLRISFNSYELGSLQVEDEASQPFCAVKMKEALSTERGKTLVQKKPTMYPEWKTTFDAHIYEGRVIQIVLMRAAEDPVSEVTVGVSVLAERCKKNNGKAEFWLDLQPQAKVLMCVQYFLEDGDCKQSMRSEEEAKFPTMNRRGAIKQAKIHYIKNHEFIATFFGQPTFCSVCKEFVWGLNKQGYKCRQCNAAIHKKCIDKIIGRCTGTATNSRDTIFQKERFNIDMPHRFKVYNYMSPTFCDHCGSLLWGLVKQGLKCEDCGMNVHHKCREKVANLCGINQKLLAEALNQVTQRSSR.... Result: 0 (no interaction). (5) The miRNA is dme-miR-2a-3p with sequence UAUCACAGCCAGCUUUGAUGAGC. The protein sequence of the target gene is MEEAKNMALLFFMDHLMQKNGRRTIHDLSCQFGARGFSEEMRNAVGTTQEGLTEFLQGHPSLFTVEGDQVILNGHNDLNAKNNPLLQSGIRSRNYEKEAVDFFVTKLTKFGPELQIKSLLGHRSQAAPEVRLVSGRHLKEFCEFLQSQVDYFVVEGDRVRLKNMPEPDENAIEMDDEGRPLAGVKAKQAAVEYLKSVLEQNEDQPIPLDQFYQNFCQRFSHTIRQDVATNPKELLQFLKLNRGLFFIRSNKVSLVKNRLNEDGSENGSDEGEETNNNGMFPLDQSALTRIHFVKALKPAQ.... Result: 0 (no interaction). (6) The miRNA is hsa-miR-3143 with sequence AUAACAUUGUAAAGCGCUUCUUUCG. The protein sequence of the target gene is MQSPAATAEGLSGPLFGAYTFPTFKFQPRHDSMDWRRISTLDVDRVARELDVATLQENIAGITFCNLDREVCSRCGQPVDPALLKVLRLAQLIIEYLLHCQDCLSASVAQLEARLQTSLGQQQRGQQELGRQADELKGVREESRRRRKMISTLQQLLMQTGTHSYHTCHLCDKTFMNATFLRGHIQRRHAGVAEGGKQKKQEQPVEEVLEELRAKLKWTQGELEAQREAERQRQLQEAELIHQREIEAKKEFDKWKEQEWTKLYGEIDKLKKLFWDEFKNVAKQNSTLEEKLRALQSHSV.... Result: 0 (no interaction). (7) The miRNA is hsa-miR-589-3p with sequence UCAGAACAAAUGCCGGUUCCCAGA. The protein sequence of the target gene is MAPTKPSFQQDPSRRERITAQHPLPNQSECRKIYRYDGIYCESTYQNLQALRKEKSRDAARSRRGKENFEFYELAKLLPLPAAITSQLDKASIIRLTISYLKMRDFANQGDPPWNLRMEGPPPNTSVKVIGAQRRRSPSALAIEVFEAHLGSHILQSLDGFVFALNQEGKFLYISETVSIYLGLSQVELTGSSVFDYVHPGDHVEMAEQLGMKLPPGRGLLSQGTAEDGASSASSSSQSETPEPVESTSPSLLTTDNTLERSFFIRMKSTLTKRGVHIKSSGYKVIHITGRLRLRVSLSH.... Result: 1 (interaction). (8) The miRNA is hsa-miR-4252 with sequence GGCCACUGAGUCAGCACCA. The protein sequence of the target gene is MADIQTERAYQKQPTIFQNKKRVLLGETGKEKLPRYYKNIGLGFKTPKEAIEGTYIDKKCPFTGNVSIRGRILSGVVTKMKMQRTIVIRRDYLHYIRKYNRFEKRHKNMSVHLSPCFRDVQIGDIVTVGECRPLSKTVRFNVLKVTKAAGTKKQFQKF. Result: 0 (no interaction).